From a dataset of Reaction yield outcomes from USPTO patents with 853,638 reactions. Predict the reaction yield, written as a fraction of the theoretical maximum amount of product (1.0 means a 100% yield; for example, 0.34 means a 34% yield). (1) The reactants are [Cl:1][C:2]1[C:3]([CH:27]([S:36]([C:39]2[CH:44]=[CH:43][C:42]([Cl:45])=[CH:41][CH:40]=2)(=[O:38])=[O:37])[C:28]2[CH:33]=[C:32]([F:34])[CH:31]=[CH:30][C:29]=2[F:35])=[CH:4][C:5]([NH:8][S:9]([CH2:12][CH2:13][N:14]2[CH2:19][CH2:18][N:17](C(OC(C)(C)C)=O)[CH2:16][CH2:15]2)(=[O:11])=[O:10])=[N:6][CH:7]=1.Cl.C(=O)(O)[O-].[Na+]. The catalyst is C(O)C. The product is [Cl:1][C:2]1[C:3]([CH:27]([S:36]([C:39]2[CH:40]=[CH:41][C:42]([Cl:45])=[CH:43][CH:44]=2)(=[O:38])=[O:37])[C:28]2[CH:33]=[C:32]([F:34])[CH:31]=[CH:30][C:29]=2[F:35])=[CH:4][C:5]([NH:8][S:9]([CH2:12][CH2:13][N:14]2[CH2:19][CH2:18][NH:17][CH2:16][CH2:15]2)(=[O:10])=[O:11])=[N:6][CH:7]=1. The yield is 0.370. (2) The reactants are [C:1]([C:5]1[CH:10]=[CH:9][C:8]([C:11]2[N:15]([CH3:16])[N:14]=[C:13]([C:17](=O)[CH3:18])[C:12]=2[OH:20])=[CH:7][CH:6]=1)([CH3:4])([CH3:3])[CH3:2].[NH:21]([C:23]([C:25]1[CH:34]=[CH:33][C:28]([C:29]([O:31][CH3:32])=[O:30])=[C:27]([OH:35])[CH:26]=1)=[O:24])[NH2:22]. The catalyst is C(O)(C)C. The product is [C:1]([C:5]1[CH:10]=[CH:9][C:8]([C:11]2[N:15]([CH3:16])[N:14]=[C:13]([C:17](=[N:22][NH:21][C:23]([C:25]3[CH:34]=[CH:33][C:28]([C:29]([O:31][CH3:32])=[O:30])=[C:27]([OH:35])[CH:26]=3)=[O:24])[CH3:18])[C:12]=2[OH:20])=[CH:7][CH:6]=1)([CH3:4])([CH3:3])[CH3:2]. The yield is 0.810. (3) The reactants are [CH:1]1([N:6]2[CH2:12][C:11]([F:14])([F:13])[C:10](=[O:15])[N:9]([CH3:16])[C:8]3[CH:17]=[N:18][C:19]([NH:21][C:22]4[CH:30]=[CH:29][C:25]([C:26](O)=[O:27])=[CH:24][C:23]=4[O:31][CH3:32])=[N:20][C:7]2=3)[CH2:5][CH2:4][CH2:3][CH2:2]1.[NH2:33][CH:34]1[CH2:37][N:36]([CH:38]2[CH2:43][CH2:42][N:41](C(OC(C)(C)C)=O)[CH2:40][CH2:39]2)[CH2:35]1.CN(C(ON1N=NC2C=CC=NC1=2)=[N+](C)C)C.F[P-](F)(F)(F)(F)F.CCN(C(C)C)C(C)C. The catalyst is CN(C=O)C.O. The product is [CH:1]1([N:6]2[CH2:12][C:11]([F:14])([F:13])[C:10](=[O:15])[N:9]([CH3:16])[C:8]3[CH:17]=[N:18][C:19]([NH:21][C:22]4[CH:30]=[CH:29][C:25]([C:26]([NH:33][CH:34]5[CH2:35][N:36]([CH:38]6[CH2:43][CH2:42][NH:41][CH2:40][CH2:39]6)[CH2:37]5)=[O:27])=[CH:24][C:23]=4[O:31][CH3:32])=[N:20][C:7]2=3)[CH2:5][CH2:4][CH2:3][CH2:2]1. The yield is 0.140.